From a dataset of Reaction yield outcomes from USPTO patents with 853,638 reactions. Predict the reaction yield, written as a fraction of the theoretical maximum amount of product (1.0 means a 100% yield; for example, 0.34 means a 34% yield). (1) The reactants are FC(F)(F)C(O)=O.C([O:12][C:13](=[O:42])[C:14]1[CH:19]=[C:18]([C:20]2[CH2:24][CH2:23][CH2:22][C:21]=2[C:25]2[CH:30]=[C:29]([Cl:31])[CH:28]=[CH:27][C:26]=2[O:32][CH2:33][C:34]2[CH:39]=[CH:38][C:37]([F:40])=[CH:36][CH:35]=2)[CH:17]=[CH:16][C:15]=1[CH3:41])(C)(C)C. The catalyst is ClCCl. The product is [F:40][C:37]1[CH:36]=[CH:35][C:34]([CH2:33][O:32][C:26]2[CH:27]=[CH:28][C:29]([Cl:31])=[CH:30][C:25]=2[C:21]2[CH2:22][CH2:23][CH2:24][C:20]=2[C:18]2[CH:17]=[CH:16][C:15]([CH3:41])=[C:14]([CH:19]=2)[C:13]([OH:42])=[O:12])=[CH:39][CH:38]=1. The yield is 0.330. (2) The reactants are [OH:1][C:2]1[CH:11]=[CH:10][C:5]([C:6]([NH:8][NH2:9])=[O:7])=[CH:4][CH:3]=1.[Cl:12][C:13]1[CH:18]=[CH:17][C:16]([N:19]=[C:20]=S)=[CH:15][C:14]=1[C:22]([F:25])([F:24])[F:23].CCOC(C)=O.CO. The catalyst is CO.[Hg]=O. The product is [Cl:12][C:13]1[CH:18]=[CH:17][C:16]([NH:19][C:20]2[O:7][C:6]([C:5]3[CH:10]=[CH:11][C:2]([OH:1])=[CH:3][CH:4]=3)=[N:8][N:9]=2)=[CH:15][C:14]=1[C:22]([F:23])([F:24])[F:25]. The yield is 0.607. (3) The reactants are C[O:2][C:3]1[CH:8]=[CH:7][CH:6]=[CH:5][C:4]=1[C:9]1[N:18]=[C:17]([N:19]([CH3:27])[CH2:20][C:21]2[O:22][C:23]([CH3:26])=[N:24][N:25]=2)[C:16]2[C:11](=[CH:12][C:13]([CH3:28])=[CH:14][CH:15]=2)[N:10]=1.[H-].[Na+].COC1C=CC=CC=1C1N=C(NCC2OC(C)=NN=2)C2C(=CC(C)=CC=2)N=1.CI. The catalyst is CN(C=O)C. The product is [CH3:28][C:13]1[CH:12]=[C:11]2[C:16]([C:17]([N:19]([CH3:27])[CH2:20][C:21]3[O:22][C:23]([CH3:26])=[N:24][N:25]=3)=[N:18][C:9]([C:4]3[CH:5]=[CH:6][CH:7]=[CH:8][C:3]=3[OH:2])=[N:10]2)=[CH:15][CH:14]=1. The yield is 0.660. (4) The reactants are [C:1]([N:9]=[C:10]=[S:11])(=[O:8])[C:2]1[CH:7]=[CH:6][CH:5]=[CH:4][CH:3]=1.[NH2:12][C:13]([CH2:18][CH3:19])([CH2:16][CH3:17])[CH2:14][OH:15].CCCCCC. The yield is 0.800. The catalyst is O1CCCC1. The product is [CH2:16]([C:13]([NH:12][C:10]([NH:9][C:1](=[O:8])[C:2]1[CH:7]=[CH:6][CH:5]=[CH:4][CH:3]=1)=[S:11])([CH2:14][OH:15])[CH2:18][CH3:19])[CH3:17]. (5) The reactants are [Cl:1][C:2]1[CH:3]=[C:4]([NH:9][C:10]2[C:19]3[C:14](=[CH:15][C:16]([O:23][CH3:24])=[C:17]([N+:20]([O-])=O)[CH:18]=3)[N:13]=[CH:12][N:11]=2)[CH:5]=[CH:6][C:7]=1[F:8].Cl.[OH-].[Na+]. The catalyst is C(O)C.[Fe]. The product is [Cl:1][C:2]1[CH:3]=[C:4]([NH:9][C:10]2[C:19]3[C:14](=[CH:15][C:16]([O:23][CH3:24])=[C:17]([NH2:20])[CH:18]=3)[N:13]=[CH:12][N:11]=2)[CH:5]=[CH:6][C:7]=1[F:8]. The yield is 0.730. (6) The reactants are [CH2:1]1[CH:9]2[CH:4]([CH2:5][NH:6][CH2:7][CH2:8]2)[CH2:3][O:2]1.Br[CH2:11][CH2:12][CH2:13][Cl:14].C([O-])([O-])=O.[K+].[K+]. The catalyst is CC(C)=O. The product is [Cl:14][CH2:13][CH2:12][CH2:11][N:6]1[CH2:7][CH2:8][CH:9]2[CH2:1][O:2][CH2:3][CH:4]2[CH2:5]1. The yield is 0.465.